This data is from Forward reaction prediction with 1.9M reactions from USPTO patents (1976-2016). The task is: Predict the product of the given reaction. (1) Given the reactants [SH:1][C:2]1[NH:3][C:4]2[CH:10]=[C:9]([CH3:11])[CH:8]=[CH:7][C:5]=2[N:6]=1.[H-].[Na+].[N+]([C:17]1[O:21][C:20]([CH:22]=[O:23])=[CH:19][CH:18]=1)([O-])=O.O, predict the reaction product. The product is: [CH3:11][C:9]1[CH:8]=[CH:7][C:5]2[NH:6][C:2]([S:1][C:17]3[O:21][C:20]([CH:22]=[O:23])=[CH:19][CH:18]=3)=[N:3][C:4]=2[CH:10]=1. (2) Given the reactants [C:1]([O:4][CH:5]1[CH2:11][CH:10]2[N:12]([CH2:13][C:14]3[CH:19]=[CH:18][CH:17]=[CH:16][CH:15]=3)[CH:7]([CH2:8][CH:9]2[OH:20])[CH2:6]1)(=[O:3])[CH3:2], predict the reaction product. The product is: [C:1]([O:4][CH:5]1[CH2:11][CH:10]2[N:12]([CH2:13][C:14]3[CH:15]=[CH:16][CH:17]=[CH:18][CH:19]=3)[CH:7]([CH2:8][C:9]2=[O:20])[CH2:6]1)(=[O:3])[CH3:2]. (3) Given the reactants [F:1][C:2]1[C:7]2[N:8]3[C:25]([CH:26]=O)=[CH:24][CH:23]=[C:9]3[C:10]3([CH2:16][CH2:15][N:14]([C:17](=[O:22])[C:18]([F:21])([F:20])[F:19])[CH2:13][CH2:12]3)[O:11][C:6]=2[CH:5]=[CH:4][CH:3]=1.Cl.[NH2:29]O.C([O-])(=O)C.[Na+].CC(OC(C)=O)=O.C([O-])(O)=O.[Na+], predict the reaction product. The product is: [F:1][C:2]1[C:7]2[N:8]3[C:25]([C:26]#[N:29])=[CH:24][CH:23]=[C:9]3[C:10]3([CH2:12][CH2:13][N:14]([C:17](=[O:22])[C:18]([F:19])([F:20])[F:21])[CH2:15][CH2:16]3)[O:11][C:6]=2[CH:5]=[CH:4][CH:3]=1. (4) The product is: [Br:21][C:22]1[CH:27]=[CH:26][C:25]([CH2:28][CH:9]2[CH2:10][CH2:11][N:7]([CH:1]3[CH2:2][CH2:3][CH2:4][CH2:5][CH2:6]3)[C:8]2=[O:12])=[C:24]([Cl:30])[CH:23]=1. Given the reactants [CH:1]1([N:7]2[CH2:11][CH2:10][CH2:9][C:8]2=[O:12])[CH2:6][CH2:5][CH2:4][CH2:3][CH2:2]1.[Li+].CC([N-]C(C)C)C.[Br:21][C:22]1[CH:27]=[CH:26][C:25]([CH2:28]Br)=[C:24]([Cl:30])[CH:23]=1, predict the reaction product. (5) Given the reactants [OH-].[K+].[CH3:3][O:4][C:5]1[CH:6]=[C:7]2[C:11](=[CH:12][CH:13]=1)[C:10](=[O:14])[CH2:9][CH2:8]2.[CH:15](=O)[CH2:16][CH2:17][CH3:18], predict the reaction product. The product is: [CH2:15]([CH:9]1[CH2:8][C:7]2[C:11](=[CH:12][CH:13]=[C:5]([O:4][CH3:3])[CH:6]=2)[C:10]1=[O:14])[CH2:16][CH2:17][CH3:18]. (6) Given the reactants Cl[C:2]1[C:3]([CH3:22])=[N:4][C:5]2[C:10]([N:11]=1)=[C:9]([C:12]1[NH:20][C:19]3[CH2:18][CH2:17][NH:16][C:15](=[O:21])[C:14]=3[CH:13]=1)[CH:8]=[CH:7][CH:6]=2.CC1(C)C(C)(C)OB([C:31]2[CH:35]=[CH:34][O:33][C:32]=2[CH3:36])O1.C([O-])([O-])=O.[Na+].[Na+].CO.C(Cl)Cl, predict the reaction product. The product is: [CH3:22][C:3]1[C:2]([C:31]2[CH:35]=[CH:34][O:33][C:32]=2[CH3:36])=[N:11][C:10]2[C:5](=[CH:6][CH:7]=[CH:8][C:9]=2[C:12]2[NH:20][C:19]3[CH2:18][CH2:17][NH:16][C:15](=[O:21])[C:14]=3[CH:13]=2)[N:4]=1. (7) The product is: [Cl:29][C:26]1[CH:25]=[CH:24][C:23]([C:15]([C:16]2[CH:21]=[CH:20][C:19]([Cl:22])=[CH:18][CH:17]=2)=[CH:14][CH2:13][S:12][C:9]2[CH:10]=[CH:11][C:6]([O:5][CH2:4][C:3]([OH:31])=[O:2])=[C:7]([CH3:30])[CH:8]=2)=[CH:28][CH:27]=1. Given the reactants C[O:2][C:3](=[O:31])[CH2:4][O:5][C:6]1[CH:11]=[CH:10][C:9]([S:12][CH2:13][CH:14]=[C:15]([C:23]2[CH:28]=[CH:27][C:26]([Cl:29])=[CH:25][CH:24]=2)[C:16]2[CH:21]=[CH:20][C:19]([Cl:22])=[CH:18][CH:17]=2)=[CH:8][C:7]=1[CH3:30].[OH-].[Na+].Cl, predict the reaction product. (8) The product is: [F:40][C:5]([C:30]1[CH:35]=[CH:34][C:33]([S:36]([CH3:39])(=[O:38])=[O:37])=[CH:32][CH:31]=1)([CH2:6][C:7]1[CH:12]=[CH:11][CH:10]=[C:9]([C:13]2[CH:14]=[C:15]([C:23]([S:26]([CH3:29])(=[O:27])=[O:28])([CH3:24])[CH3:25])[CH:16]=[C:17]3[C:22]=2[N:21]=[CH:20][CH:19]=[CH:18]3)[CH:8]=1)[CH2:4][OH:3]. Given the reactants C([O:3][C:4](=O)[C:5]([F:40])([C:30]1[CH:35]=[CH:34][C:33]([S:36]([CH3:39])(=[O:38])=[O:37])=[CH:32][CH:31]=1)[CH2:6][C:7]1[CH:12]=[CH:11][CH:10]=[C:9]([C:13]2[CH:14]=[C:15]([C:23]([S:26]([CH3:29])(=[O:28])=[O:27])([CH3:25])[CH3:24])[CH:16]=[C:17]3[C:22]=2[N:21]=[CH:20][CH:19]=[CH:18]3)[CH:8]=1)C.CC(C[Al]CC(C)C)C.[BH4-].[Na+], predict the reaction product.